This data is from Full USPTO retrosynthesis dataset with 1.9M reactions from patents (1976-2016). The task is: Predict the reactants needed to synthesize the given product. (1) The reactants are: [Cl:1][C:2]1[CH:7]=[CH:6][C:5]([CH2:8][CH:9]2[CH2:13][CH2:12][CH2:11][S:10]2=[O:14])=[CH:4][N:3]=1.I.[N-:16]=[N+]=[N-].[Na+]. Given the product [Cl:1][C:2]1[N:3]=[CH:4][C:5]([CH2:8][CH:9]2[CH2:13][CH2:12][CH2:11][S:10]2(=[O:14])=[NH:16])=[CH:6][CH:7]=1, predict the reactants needed to synthesize it. (2) Given the product [OH:20][CH:19]([C:18]1[C:17]([C:31]2[CH:32]=[CH:33][C:34]([O:37][C:38]([F:39])([F:40])[F:41])=[CH:35][CH:36]=2)=[N:16][N:14]2[CH:15]=[C:10]([O:9][CH3:8])[CH:11]=[CH:12][C:13]=12)[C:21]1[N:26]=[C:25]([C:27]([O:29][CH3:30])=[O:28])[CH:24]=[CH:23][CH:22]=1, predict the reactants needed to synthesize it. The reactants are: CO.[BH4-].[Na+].ClCCl.[CH3:8][O:9][C:10]1[CH:11]=[CH:12][C:13]2[N:14]([N:16]=[C:17]([C:31]3[CH:36]=[CH:35][C:34]([O:37][C:38]([F:41])([F:40])[F:39])=[CH:33][CH:32]=3)[C:18]=2[C:19]([C:21]2[N:26]=[C:25]([C:27]([O:29][CH3:30])=[O:28])[CH:24]=[CH:23][CH:22]=2)=[O:20])[CH:15]=1. (3) The reactants are: [OH:1][CH2:2][C@@H:3]1[CH:20]2[C@:15]([CH3:22])([CH2:16][CH2:17][C:18](=[O:21])[CH2:19]2)[C@@H:14]2[C@H:5]([C@H:6]3[C@@:10]([CH2:12][CH2:13]2)([CH3:11])[C:9](=[O:23])[CH2:8][CH2:7]3)[CH2:4]1.[CH3:24][C:25](OC(C)=O)=[O:26]. Given the product [C:25]([O:1][CH2:2][C@@H:3]1[CH:20]2[C@:15]([CH3:22])([CH2:16][CH2:17][C:18](=[O:21])[CH2:19]2)[C@@H:14]2[C@H:5]([C@H:6]3[C@@:10]([CH2:12][CH2:13]2)([CH3:11])[C:9](=[O:23])[CH2:8][CH2:7]3)[CH2:4]1)(=[O:26])[CH3:24], predict the reactants needed to synthesize it. (4) Given the product [Br:1][C:2]1[CH:7]=[CH:6][C:5]([CH2:8][C:9]([N:14]2[CH2:15][C:16]3[C:21](=[CH:20][CH:19]=[CH:18][CH:17]=3)[CH2:13]2)=[O:11])=[C:4]([F:12])[CH:3]=1, predict the reactants needed to synthesize it. The reactants are: [Br:1][C:2]1[CH:7]=[CH:6][C:5]([CH2:8][C:9]([OH:11])=O)=[C:4]([F:12])[CH:3]=1.[CH2:13]1[C:21]2[C:16](=[CH:17][CH:18]=[CH:19][CH:20]=2)[CH2:15][NH:14]1.CN(C(ON1N=NC2C=CC=NC1=2)=[N+](C)C)C.F[P-](F)(F)(F)(F)F.CCN(C(C)C)C(C)C.